This data is from Full USPTO retrosynthesis dataset with 1.9M reactions from patents (1976-2016). The task is: Predict the reactants needed to synthesize the given product. (1) The reactants are: [NH:1]1[CH:5]=[C:4]([C:6]2[CH:22]=[CH:21][C:9]3[C:10]4[N:11]=[C:12]([C:18](O)=[O:19])[S:13][C:14]=4[CH2:15][CH2:16][O:17][C:8]=3[CH:7]=2)[CH:3]=[N:2]1.[NH:23]1[CH2:28][CH2:27][CH:26]([C:29]([N:31]2[CH2:35][CH2:34][CH2:33][CH2:32]2)=[O:30])[CH2:25][CH2:24]1. Given the product [NH:1]1[CH:5]=[C:4]([C:6]2[CH:22]=[CH:21][C:9]3[C:10]4[N:11]=[C:12]([C:18]([N:23]5[CH2:24][CH2:25][CH:26]([C:29]([N:31]6[CH2:35][CH2:34][CH2:33][CH2:32]6)=[O:30])[CH2:27][CH2:28]5)=[O:19])[S:13][C:14]=4[CH2:15][CH2:16][O:17][C:8]=3[CH:7]=2)[CH:3]=[N:2]1, predict the reactants needed to synthesize it. (2) Given the product [O:1]=[C:2]1[C:7]([CH2:8][N:9]2[C:17](=[O:18])[C:16]3[C:11](=[CH:12][CH:13]=[CH:14][CH:15]=3)[C:10]2=[O:19])=[N:6][N:5]=[CH:4][NH:3]1, predict the reactants needed to synthesize it. The reactants are: [O:1]=[C:2]1[C:7]([CH2:8][N:9]2[C:17](=[O:18])[C:16]3[C:11](=[CH:12][CH:13]=[CH:14][CH:15]=3)[C:10]2=[O:19])=[N:6][NH:5][C:4](=S)[NH:3]1.